Task: Regression. Given two drug SMILES strings and cell line genomic features, predict the synergy score measuring deviation from expected non-interaction effect.. Dataset: NCI-60 drug combinations with 297,098 pairs across 59 cell lines (1) Drug 1: C1=CC(=CC=C1CCCC(=O)O)N(CCCl)CCCl. Drug 2: CNC(=O)C1=NC=CC(=C1)OC2=CC=C(C=C2)NC(=O)NC3=CC(=C(C=C3)Cl)C(F)(F)F. Cell line: HCT116. Synergy scores: CSS=46.6, Synergy_ZIP=-2.55, Synergy_Bliss=-0.944, Synergy_Loewe=-1.04, Synergy_HSA=2.08. (2) Drug 1: CC1CCC2CC(C(=CC=CC=CC(CC(C(=O)C(C(C(=CC(C(=O)CC(OC(=O)C3CCCCN3C(=O)C(=O)C1(O2)O)C(C)CC4CCC(C(C4)OC)O)C)C)O)OC)C)C)C)OC. Drug 2: C1=NC(=NC(=O)N1C2C(C(C(O2)CO)O)O)N. Cell line: NCIH23. Synergy scores: CSS=7.37, Synergy_ZIP=-0.215, Synergy_Bliss=3.13, Synergy_Loewe=4.20, Synergy_HSA=4.32. (3) Drug 1: CN(CC1=CN=C2C(=N1)C(=NC(=N2)N)N)C3=CC=C(C=C3)C(=O)NC(CCC(=O)O)C(=O)O. Drug 2: C1C(C(OC1N2C=NC3=C2NC=NCC3O)CO)O. Cell line: KM12. Synergy scores: CSS=28.7, Synergy_ZIP=0.897, Synergy_Bliss=-0.300, Synergy_Loewe=-26.2, Synergy_HSA=-2.33. (4) Drug 1: CCC1(CC2CC(C3=C(CCN(C2)C1)C4=CC=CC=C4N3)(C5=C(C=C6C(=C5)C78CCN9C7C(C=CC9)(C(C(C8N6C=O)(C(=O)OC)O)OC(=O)C)CC)OC)C(=O)OC)O.OS(=O)(=O)O. Drug 2: C1CN(CCN1C(=O)CCBr)C(=O)CCBr. Cell line: HCT116. Synergy scores: CSS=21.0, Synergy_ZIP=-1.23, Synergy_Bliss=3.70, Synergy_Loewe=0.794, Synergy_HSA=0.834. (5) Drug 1: CN1C(=O)N2C=NC(=C2N=N1)C(=O)N. Drug 2: C1=NNC2=C1C(=O)NC=N2. Cell line: K-562. Synergy scores: CSS=-1.10, Synergy_ZIP=-1.69, Synergy_Bliss=-0.685, Synergy_Loewe=-5.79, Synergy_HSA=-2.86. (6) Drug 1: CC1=C(C(CCC1)(C)C)C=CC(=CC=CC(=CC(=O)O)C)C. Drug 2: CS(=O)(=O)OCCCCOS(=O)(=O)C. Cell line: SR. Synergy scores: CSS=26.8, Synergy_ZIP=0.157, Synergy_Bliss=-1.45, Synergy_Loewe=-6.15, Synergy_HSA=-3.57. (7) Drug 1: CCC1=C2CN3C(=CC4=C(C3=O)COC(=O)C4(CC)O)C2=NC5=C1C=C(C=C5)O. Drug 2: CNC(=O)C1=NC=CC(=C1)OC2=CC=C(C=C2)NC(=O)NC3=CC(=C(C=C3)Cl)C(F)(F)F. Cell line: UO-31. Synergy scores: CSS=18.6, Synergy_ZIP=-7.47, Synergy_Bliss=-3.55, Synergy_Loewe=-87.5, Synergy_HSA=-2.83.